From a dataset of Forward reaction prediction with 1.9M reactions from USPTO patents (1976-2016). Predict the product of the given reaction. Given the reactants [F:1][C:2]([F:11])([F:10])[CH2:3][CH2:4][CH:5]([C:8]#[N:9])[C:6]#[N:7].C(=O)([O-])[O-].[K+].[K+].Cl[CH2:19][C:20]1[CH:21]=[N:22][C:23]([C:26]([F:29])([F:28])[F:27])=[CH:24][CH:25]=1, predict the reaction product. The product is: [F:29][C:26]([F:27])([F:28])[C:23]1[N:22]=[CH:21][C:20]([CH2:19][C:5]([CH2:4][CH2:3][C:2]([F:10])([F:11])[F:1])([C:8]#[N:9])[C:6]#[N:7])=[CH:25][CH:24]=1.